This data is from Catalyst prediction with 721,799 reactions and 888 catalyst types from USPTO. The task is: Predict which catalyst facilitates the given reaction. (1) Reactant: [CH3:1][O:2][C:3]1[CH:10]=[CH:9][C:6]([CH:7]=O)=[CH:5][CH:4]=1.[C:11]1([CH:21]2[CH2:26][C:25](=[O:27])[CH2:24][C:23](=[O:28])[CH2:22]2)[C:20]2[C:15](=[CH:16][CH:17]=[CH:18][CH:19]=2)[CH:14]=[CH:13][CH:12]=1.[C:29](#[N:33])[CH2:30][C:31]#[N:32].CN1CCOCC1. Product: [NH2:33][C:29]1[O:28][C:23]2[CH2:22][CH:21]([C:11]3[C:20]4[C:15](=[CH:16][CH:17]=[CH:18][CH:19]=4)[CH:14]=[CH:13][CH:12]=3)[CH2:26][C:25](=[O:27])[C:24]=2[CH:7]([C:6]2[CH:9]=[CH:10][C:3]([O:2][CH3:1])=[CH:4][CH:5]=2)[C:30]=1[C:31]#[N:32]. The catalyst class is: 8. (2) Reactant: [Cl:1][C:2]1[N:10]=[C:9]([Cl:11])[C:8]([F:12])=[C:7](/[CH:13]=[N:14]/[CH2:15][C:16]2[CH:21]=[CH:20][C:19]([O:22][CH3:23])=[CH:18][C:17]=2[O:24][CH3:25])[C:3]=1[C:4]([OH:6])=O.[CH3:26][Li].Cl. Product: [Cl:1][C:2]1[C:3]2[C:4](=[O:6])[N:14]([CH2:15][C:16]3[CH:21]=[CH:20][C:19]([O:22][CH3:23])=[CH:18][C:17]=3[O:24][CH3:25])[CH:13]([CH3:26])[C:7]=2[C:8]([F:12])=[C:9]([Cl:11])[N:10]=1. The catalyst class is: 1. (3) Reactant: [Cl:1][C:2]1[CH:7]=[C:6]([Cl:8])[CH:5]=[CH:4][C:3]=1[NH:9][C:10]1[N:14]([CH2:15][CH:16]([OH:19])[CH2:17]O)[C:13]2[C:20]([N:24]([CH2:27][CH3:28])[CH2:25][CH3:26])=[CH:21][CH:22]=[CH:23][C:12]=2[N:11]=1.CS(Cl)(=O)=O. Product: [Cl:1][C:2]1[CH:7]=[C:6]([Cl:8])[CH:5]=[CH:4][C:3]=1[N:9]1[C:10]2=[N:11][C:12]3[CH:23]=[CH:22][CH:21]=[C:20]([N:24]([CH2:25][CH3:26])[CH2:27][CH3:28])[C:13]=3[N:14]2[CH2:15][CH:16]([OH:19])[CH2:17]1. The catalyst class is: 17. (4) Reactant: Br[C:2]1[CH:3]=[C:4]([S:8]([CH2:11][C:12]([NH2:14])=[O:13])(=[O:10])=[O:9])[CH:5]=[N:6][CH:7]=1.[B:15]1([B:15]2[O:19][C:18]([CH3:21])([CH3:20])[C:17]([CH3:23])([CH3:22])[O:16]2)[O:19][C:18]([CH3:21])([CH3:20])[C:17]([CH3:23])([CH3:22])[O:16]1.C([O-])(=O)C.[K+]. Product: [CH3:22][C:17]1([CH3:23])[C:18]([CH3:21])([CH3:20])[O:19][B:15]([C:2]2[CH:3]=[C:4]([S:8]([CH2:11][C:12]([NH2:14])=[O:13])(=[O:10])=[O:9])[CH:5]=[N:6][CH:7]=2)[O:16]1. The catalyst class is: 12. (5) Reactant: [N:1]12[CH2:8][CH2:7][CH:4]([CH2:5][CH2:6]1)[C@@H:3]([O:9][C:10](=[O:25])[C@@H:11]([C:19]1[CH:24]=[CH:23][CH:22]=[CH:21][CH:20]=1)[NH:12][C:13]1[CH:18]=[CH:17][CH:16]=[CH:15][CH:14]=1)[CH2:2]2.[Br:26][CH2:27][C:28]([C:30]1[CH:35]=[CH:34][CH:33]=[CH:32][CH:31]=1)=[O:29].CCOCC. Product: [Br-:26].[O:29]=[C:28]([C:30]1[CH:35]=[CH:34][CH:33]=[CH:32][CH:31]=1)[CH2:27][N+:1]12[CH2:6][CH2:5][CH:4]([CH2:7][CH2:8]1)[C@@H:3]([O:9][C:10](=[O:25])[C@@H:11]([C:19]1[CH:24]=[CH:23][CH:22]=[CH:21][CH:20]=1)[NH:12][C:13]1[CH:18]=[CH:17][CH:16]=[CH:15][CH:14]=1)[CH2:2]2. The catalyst class is: 25. (6) Reactant: [Br:1][C:2]1[CH:7]=[CH:6][C:5]([S:8][CH3:9])=[C:4](F)[CH:3]=1.[CH3:11][S-:12].[Na+]. Product: [Br:1][C:2]1[CH:7]=[CH:6][C:5]([S:8][CH3:9])=[C:4]([S:12][CH3:11])[CH:3]=1. The catalyst class is: 3. (7) Reactant: [C:1]([O:4][C@H:5]([C:8]#[C:9][C:10]#[C:11][C@H:12]([NH2:22])[CH2:13][CH2:14][CH2:15][CH2:16][CH2:17][CH2:18][CH2:19][CH2:20][CH3:21])[CH:6]=[CH2:7])(=[O:3])[CH3:2].C(N(CC)CC)C.[F:30][C:31]1[CH:39]=[CH:38][C:34]([C:35](Cl)=[O:36])=[CH:33][CH:32]=1. Product: [C:1]([O:4][C@H:5]([C:8]#[C:9][C:10]#[C:11][C@H:12]([NH:22][C:35](=[O:36])[C:34]1[CH:38]=[CH:39][C:31]([F:30])=[CH:32][CH:33]=1)[CH2:13][CH2:14][CH2:15][CH2:16][CH2:17][CH2:18][CH2:19][CH2:20][CH3:21])[CH:6]=[CH2:7])(=[O:3])[CH3:2]. The catalyst class is: 2.